From a dataset of Forward reaction prediction with 1.9M reactions from USPTO patents (1976-2016). Predict the product of the given reaction. (1) Given the reactants [C:1]([O:5][C:6]([C:8]1[C:9]([C:14]2[CH:19]=[CH:18][C:17]([CH2:20][N:21]3[C:25]([CH2:26][NH2:27])=[C:24]([CH2:28][CH3:29])[N:23]=[C:22]3[O:30][CH2:31][CH3:32])=[C:16]([F:33])[CH:15]=2)=[CH:10][CH:11]=[CH:12][CH:13]=1)=[O:7])([CH3:4])([CH3:3])[CH3:2].[C:34]([S:37][C@@H:38]([CH2:42][CH:43]([CH3:45])[CH3:44])[C:39](O)=[O:40])(=[O:36])[CH3:35].CN1CCOCC1.ON1C2N=CC=CC=2N=N1.CN(C=O)C.C(Cl)CCl, predict the reaction product. The product is: [C:1]([O:5][C:6]([C:8]1[C:9]([C:14]2[CH:19]=[CH:18][C:17]([CH2:20][N:21]3[C:25]([CH2:26][NH:27][C:39](=[O:40])[C@@H:38]([S:37][C:34](=[O:36])[CH3:35])[CH2:42][CH:43]([CH3:45])[CH3:44])=[C:24]([CH2:28][CH3:29])[N:23]=[C:22]3[O:30][CH2:31][CH3:32])=[C:16]([F:33])[CH:15]=2)=[CH:10][CH:11]=[CH:12][CH:13]=1)=[O:7])([CH3:3])([CH3:2])[CH3:4]. (2) Given the reactants C(OC([NH:11][CH2:12][C:13]1[NH:14][C:15]([CH3:23])=[C:16]([C:18]([O:20][CH2:21][CH3:22])=[O:19])[N:17]=1)=O)C1C=CC=CC=1.[BrH:24].C(O)(=O)C, predict the reaction product. The product is: [BrH:24].[NH2:11][CH2:12][C:13]1[NH:14][C:15]([CH3:23])=[C:16]([C:18]([O:20][CH2:21][CH3:22])=[O:19])[N:17]=1. (3) The product is: [Cl:28][C:24]1[CH:23]=[C:22]([CH:27]=[CH:26][CH:25]=1)[CH2:21][O:20][C:16]1[N:15]=[C:14]([N:11]2[CH2:10][CH2:9][NH:8][CH2:13][CH2:12]2)[CH:19]=[N:18][CH:17]=1. Given the reactants C(OC([N:8]1[CH2:13][CH2:12][N:11]([C:14]2[CH:19]=[N:18][CH:17]=[C:16]([O:20][CH2:21][C:22]3[CH:27]=[CH:26][CH:25]=[C:24]([Cl:28])[CH:23]=3)[N:15]=2)[CH2:10][CH2:9]1)=O)(C)(C)C.FC(F)(F)C(O)=O, predict the reaction product. (4) Given the reactants [F:1][C:2]1[CH:17]=[CH:16][CH:15]=[CH:14][C:3]=1[C:4]([NH:6][NH:7][C:8]([NH:10][CH:11]1[CH2:13][CH2:12]1)=[O:9])=O.Cl, predict the reaction product. The product is: [CH:11]1([N:10]2[C:4]([C:3]3[CH:14]=[CH:15][CH:16]=[CH:17][C:2]=3[F:1])=[N:6][NH:7][C:8]2=[O:9])[CH2:13][CH2:12]1. (5) Given the reactants [I-].[Na+].[N:3]([CH2:6][CH2:7][NH:8][C:9]1[C:10]([C:14]2[N:18]([C:19]3[CH:24]=[CH:23][C:22]([F:25])=[C:21]([Br:26])[CH:20]=3)[C:17](=[O:27])[O:16][N:15]=2)=[N:11][O:12][N:13]=1)=[N+]=[N-].Cl[Si](C)(C)C.O.O.O.O.O.S([O-])([O-])(=O)=S.[Na+].[Na+].C(=O)([O-])[O-].[K+].[K+].[C:51](O[C:51]([O:53][C:54]([CH3:57])([CH3:56])[CH3:55])=[O:52])([O:53][C:54]([CH3:57])([CH3:56])[CH3:55])=[O:52], predict the reaction product. The product is: [Br:26][C:21]1[CH:20]=[C:19]([N:18]2[C:17](=[O:27])[O:16][N:15]=[C:14]2[C:10]2[C:9]([NH:8][CH2:7][CH2:6][NH:3][C:51](=[O:52])[O:53][C:54]([CH3:57])([CH3:56])[CH3:55])=[N:13][O:12][N:11]=2)[CH:24]=[CH:23][C:22]=1[F:25]. (6) Given the reactants CCN=C=NCCCN(C)C.[CH3:12][O:13][C:14]1[CH:15]=[C:16]2[C:21](=[CH:22][C:23]=1[O:24][CH3:25])[N:20]=[CH:19][CH:18]=[C:17]2[O:26][C:27]1[CH:32]=[CH:31][C:30]([N:33]2[CH2:37][CH2:36][CH:35]([C:38](O)=[O:39])[C:34]2=[O:41])=[CH:29][C:28]=1[F:42].C1C=CC2N(O)N=NC=2C=1.[F:53][C:54]1[CH:60]=[CH:59][C:57]([NH2:58])=[CH:56][CH:55]=1.CCN(CC)CC, predict the reaction product. The product is: [CH3:12][O:13][C:14]1[CH:15]=[C:16]2[C:21](=[CH:22][C:23]=1[O:24][CH3:25])[N:20]=[CH:19][CH:18]=[C:17]2[O:26][C:27]1[CH:32]=[CH:31][C:30]([N:33]2[CH2:37][CH2:36][CH:35]([C:38]([NH:58][C:57]3[CH:59]=[CH:60][C:54]([F:53])=[CH:55][CH:56]=3)=[O:39])[C:34]2=[O:41])=[CH:29][C:28]=1[F:42]. (7) Given the reactants Cl.[C:2]1([N:12]2[CH2:17][CH2:16][NH:15][CH2:14][CH2:13]2)[C:11]2[C:6](=[CH:7][CH:8]=[CH:9][CH:10]=2)[CH:5]=[CH:4][CH:3]=1.[O:18]=[C:19]1[NH:28][C:27]2[N:26]=[C:25]([O:29][CH2:30][CH2:31][CH2:32][CH:33]=O)[CH:24]=[C:23]([C:35]([F:38])([F:37])[F:36])[C:22]=2[CH2:21][CH2:20]1, predict the reaction product. The product is: [C:2]1([N:12]2[CH2:17][CH2:16][N:15]([CH2:33][CH2:32][CH2:31][CH2:30][O:29][C:25]3[N:26]=[C:27]4[C:22]([CH2:21][CH2:20][C:19](=[O:18])[NH:28]4)=[C:23]([C:35]([F:37])([F:36])[F:38])[CH:24]=3)[CH2:14][CH2:13]2)[C:11]2[C:6](=[CH:7][CH:8]=[CH:9][CH:10]=2)[CH:5]=[CH:4][CH:3]=1.